From a dataset of Reaction yield outcomes from USPTO patents with 853,638 reactions. Predict the reaction yield, written as a fraction of the theoretical maximum amount of product (1.0 means a 100% yield; for example, 0.34 means a 34% yield). (1) The reactants are [CH:1]([O:4][C:5]1[CH:10]=[CH:9][C:8]([C:11]2[N:15]=[C:14]([C:16]3[CH:32]=[CH:31][C:19]([O:20][C@H:21]([CH3:30])[CH2:22][CH:23]([CH3:29])[C:24]([O:26]CC)=[O:25])=[CH:18][CH:17]=3)[O:13][N:12]=2)=[CH:7][C:6]=1[C:33]([F:36])([F:35])[F:34])([CH3:3])[CH3:2].[OH-].[Na+].CCCCC. The catalyst is C(O)C. The product is [CH:1]([O:4][C:5]1[CH:10]=[CH:9][C:8]([C:11]2[N:15]=[C:14]([C:16]3[CH:32]=[CH:31][C:19]([O:20][CH:21]([CH3:30])[CH2:22][C@@H:23]([CH3:29])[C:24]([OH:26])=[O:25])=[CH:18][CH:17]=3)[O:13][N:12]=2)=[CH:7][C:6]=1[C:33]([F:34])([F:35])[F:36])([CH3:2])[CH3:3]. The yield is 0.820. (2) The reactants are [N+:1]([C:4]1[CH:53]=[CH:52][C:7]([C:8]([O:10][C@H:11]2[C:15]3[N:16]=[CH:17][N:18]=[C:19]([N:20]4[C:40]5[C:35](=[C:36]([CH2:42][NH:43][C:44]([O:46][C:47]([CH3:50])([CH3:49])[CH3:48])=[O:45])[C:37]([Cl:41])=[CH:38][CH:39]=5)[C:22]5([CH2:27][CH2:26][N:25](CC6C=CC=CC=6)[CH2:24][CH2:23]5)[CH2:21]4)[C:14]=3[C@H:13]([CH3:51])[CH2:12]2)=[O:9])=[CH:6][CH:5]=1)([O-:3])=[O:2].C(Cl)(=O)OC(Cl)C.CCN(CC)CC.[CH3:80][C:79]([O:78][C:76](O[C:76]([O:78][C:79]([CH3:82])([CH3:81])[CH3:80])=[O:77])=[O:77])([CH3:82])[CH3:81]. The catalyst is ClC(Cl)C. The product is [C:47]([O:46][C:44]([NH:43][CH2:42][C:36]1[C:37]([Cl:41])=[CH:38][CH:39]=[C:40]2[N:20]([C:19]3[C:14]4[C@H:13]([CH3:51])[CH2:12][C@@H:11]([O:10][C:8](=[O:9])[C:7]5[CH:52]=[CH:53][C:4]([N+:1]([O-:3])=[O:2])=[CH:5][CH:6]=5)[C:15]=4[N:16]=[CH:17][N:18]=3)[CH2:21][C:22]3([CH2:27][CH2:26][N:25]([C:76]([O:78][C:79]([CH3:80])([CH3:81])[CH3:82])=[O:77])[CH2:24][CH2:23]3)[C:35]=12)=[O:45])([CH3:48])([CH3:49])[CH3:50]. The yield is 0.670. (3) The product is [CH3:18][C:5]([S:7]([CH2:10][CH2:11][CH:12]1[CH2:13][CH2:14][O:15][CH2:16][CH2:17]1)(=[O:9])=[O:8])([CH3:6])[C:4]([OH:19])=[O:3]. The catalyst is C1COCC1. The yield is 0.840. The reactants are C([O:3][C:4](=[O:19])[C:5]([CH3:18])([S:7]([CH2:10][CH2:11][CH:12]1[CH2:17][CH2:16][O:15][CH2:14][CH2:13]1)(=[O:9])=[O:8])[CH3:6])C.C[Si](C)(C)[O-].[K+]. (4) The reactants are Cl.[C:2]([C:4]1[CH:5]=[C:6]([N:10]2[CH2:15][C@@H:14]3[CH2:16][C@H:11]2[CH2:12][N:13]3[C:17]2[CH:29]=[CH:28][C:20]([C:21]([O:23]C(C)(C)C)=[O:22])=[CH:19][CH:18]=2)[CH:7]=[CH:8][CH:9]=1)#[N:3]. The yield is 0.390. The product is [C:2]([C:4]1[CH:5]=[C:6]([N:10]2[CH2:15][C@@H:14]3[CH2:16][C@H:11]2[CH2:12][N:13]3[C:17]2[CH:29]=[CH:28][C:20]([C:21]([OH:23])=[O:22])=[CH:19][CH:18]=2)[CH:7]=[CH:8][CH:9]=1)#[N:3]. The catalyst is [N+](C)([O-])=O. (5) The reactants are [NH4+].[N:2]#[C:3][S-:4].[NH2:5][C:6]1[CH:11]=[CH:10][C:9]([CH3:12])=[CH:8][CH:7]=1. The catalyst is Cl.O. The product is [CH3:12][C:9]1[CH:10]=[CH:11][C:6]([NH:5][C:3]([NH2:2])=[S:4])=[CH:7][CH:8]=1. The yield is 0.240. (6) The reactants are [F:1][C:2]1[CH:3]=[C:4]([CH:7]=[C:8]([OH:11])[C:9]=1[OH:10])[CH:5]=[O:6].[C:12]([O-])([O-])=O.[Cs+].[Cs+].O. The catalyst is CN(C=O)C. The product is [F:1][C:2]1[C:9]2[O:10][CH2:12][O:11][C:8]=2[CH:7]=[C:4]([CH:5]=[O:6])[CH:3]=1. The yield is 0.490. (7) The reactants are Br[C:2]1[CH:10]=[CH:9][CH:8]=[C:7]2[C:3]=1[C:4]1([C:26]3[CH:27]=[C:28]([F:32])[C:29]([F:31])=[CH:30][C:25]=3[O:24][CH2:23]1)[C:5](=[O:22])[N:6]2[CH2:11][C:12]([NH:14][C:15]1[CH:20]=[CH:19][CH:18]=[CH:17][C:16]=1[F:21])=[O:13].[N:33]1[CH:38]=[C:37](B(O)O)[CH:36]=[N:35][CH:34]=1.C(=O)([O-])[O-].[Na+].[Na+]. The catalyst is O1CCOCC1.C(OCC)(=O)C.C1C=CC([P]([Pd]([P](C2C=CC=CC=2)(C2C=CC=CC=2)C2C=CC=CC=2)([P](C2C=CC=CC=2)(C2C=CC=CC=2)C2C=CC=CC=2)[P](C2C=CC=CC=2)(C2C=CC=CC=2)C2C=CC=CC=2)(C2C=CC=CC=2)C2C=CC=CC=2)=CC=1. The product is [F:32][C:28]1[C:29]([F:31])=[CH:30][C:25]2[O:24][CH2:23][C:4]3([C:3]4[C:7](=[CH:8][CH:9]=[CH:10][C:2]=4[C:37]4[CH:38]=[N:33][CH:34]=[N:35][CH:36]=4)[N:6]([CH2:11][C:12]([NH:14][C:15]4[CH:20]=[CH:19][CH:18]=[CH:17][C:16]=4[F:21])=[O:13])[C:5]3=[O:22])[C:26]=2[CH:27]=1. The yield is 0.840. (8) The reactants are Br[C:2]1[C:3]([NH2:22])=[N:4][CH:5]=[C:6]([C:8]2[CH:13]=[CH:12][C:11]([O:14][Si:15]([C:18]([CH3:21])([CH3:20])[CH3:19])([CH3:17])[CH3:16])=[CH:10][CH:9]=2)[N:7]=1.[S:23]1[C:27](B(O)O)=[CH:26][C:25]2[CH:31]=[CH:32][CH:33]=[CH:34][C:24]1=2.C([O-])([O-])=O.[Na+].[Na+].O. The catalyst is C1(C)C=CC=CC=1.C(O)C.Cl[Pd](Cl)([P](C1C=CC=CC=1)(C1C=CC=CC=1)C1C=CC=CC=1)[P](C1C=CC=CC=1)(C1C=CC=CC=1)C1C=CC=CC=1. The product is [S:23]1[C:27]([C:2]2[C:3]([NH2:22])=[N:4][CH:5]=[C:6]([C:8]3[CH:13]=[CH:12][C:11]([O:14][Si:15]([C:18]([CH3:21])([CH3:20])[CH3:19])([CH3:17])[CH3:16])=[CH:10][CH:9]=3)[N:7]=2)=[CH:26][C:25]2[CH:31]=[CH:32][CH:33]=[CH:34][C:24]1=2. The yield is 0.673. (9) The reactants are Br[C:2]1[CH:3]=[C:4]2[C:8](=[CH:9][C:10]=1[Cl:11])[NH:7][CH:6]=[CH:5]2.C(=O)([O-])[O-].[Na+].[Na+].[CH3:18][O:19][C:20]1[CH:25]=[CH:24][C:23](B(O)O)=[CH:22][CH:21]=1.[NH4+].[Cl-]. The catalyst is CCO.C1(C)C=CC=CC=1.O.C1C=CC([P]([Pd]([P](C2C=CC=CC=2)(C2C=CC=CC=2)C2C=CC=CC=2)([P](C2C=CC=CC=2)(C2C=CC=CC=2)C2C=CC=CC=2)[P](C2C=CC=CC=2)(C2C=CC=CC=2)C2C=CC=CC=2)(C2C=CC=CC=2)C2C=CC=CC=2)=CC=1. The product is [Cl:11][C:10]1[CH:9]=[C:8]2[C:4]([CH:5]=[CH:6][NH:7]2)=[CH:3][C:2]=1[C:23]1[CH:24]=[CH:25][C:20]([O:19][CH3:18])=[CH:21][CH:22]=1. The yield is 0.390. (10) The reactants are [CH3:1][Mg]Br.[OH:4][C:5]1[CH:10]=[CH:9][C:8]([O:11][CH3:12])=[CH:7][C:6]=1[C:13](=[O:15])[CH3:14]. The catalyst is C1COCC1. The product is [OH:15][C:13]([C:6]1[CH:7]=[C:8]([O:11][CH3:12])[CH:9]=[CH:10][C:5]=1[OH:4])([CH3:1])[CH3:14]. The yield is 1.00.